This data is from Forward reaction prediction with 1.9M reactions from USPTO patents (1976-2016). The task is: Predict the product of the given reaction. (1) Given the reactants I[C:2]1[N:6]2[CH:7]=[C:8]([C:15]3[CH:20]=[CH:19][C:18]([C:21]([F:24])([F:23])[F:22])=[CH:17][CH:16]=3)[CH:9]=[C:10]([C:11]([F:14])([F:13])[F:12])[C:5]2=[N:4][CH:3]=1.[CH3:25][Si:26]([C:29]#[CH:30])([CH3:28])[CH3:27].CCN(CC)CC.C1C=CC(P(C2C=CC=CC=2)C2C=CC=CC=2)=CC=1, predict the reaction product. The product is: [F:14][C:11]([F:12])([F:13])[C:10]1[C:5]2[N:6]([C:2]([C:30]#[C:29][Si:26]([CH3:28])([CH3:27])[CH3:25])=[CH:3][N:4]=2)[CH:7]=[C:8]([C:15]2[CH:20]=[CH:19][C:18]([C:21]([F:24])([F:23])[F:22])=[CH:17][CH:16]=2)[CH:9]=1. (2) The product is: [CH3:1][N:2]1[C:6]2=[C:7]([S:13][CH3:14])[S:8][C:9]([C:10]([NH:30][CH2:29][CH2:28][N:21]3[C:22]4[CH2:23][CH2:24][CH2:25][CH2:26][C:27]=4[C:19]([C:18]([F:32])([F:31])[F:17])=[N:20]3)=[O:12])=[C:5]2[N:4]=[C:3]1[CH3:15]. Given the reactants [CH3:1][N:2]1[C:6]2=[C:7]([S:13][CH3:14])[S:8][C:9]([C:10]([OH:12])=O)=[C:5]2[N:4]=[C:3]1[CH3:15].Cl.[F:17][C:18]([F:32])([F:31])[C:19]1[C:27]2[CH2:26][CH2:25][CH2:24][CH2:23][C:22]=2[N:21]([CH2:28][CH2:29][NH2:30])[N:20]=1.C1C=CC2N(O)N=NC=2C=1.C(N(CC)CC)C.CCN=C=NCCCN(C)C, predict the reaction product. (3) Given the reactants C1(C2C(OCC3(C(F)(F)F)CCCCC3)=CC(F)=C(C=2)C(OC(C)(C)C)=O)CC1.[CH:30]1([C:33]2[C:34]([O:47][CH2:48][C:49]3([CH3:57])[CH2:54][CH2:53][C:52]([F:56])([F:55])[CH2:51][CH2:50]3)=[CH:35][C:36]([F:46])=[C:37]([CH:45]=2)[C:38]([O:40]C(C)(C)C)=[O:39])[CH2:32][CH2:31]1, predict the reaction product. The product is: [CH:30]1([C:33]2[C:34]([O:47][CH2:48][C:49]3([CH3:57])[CH2:50][CH2:51][C:52]([F:56])([F:55])[CH2:53][CH2:54]3)=[CH:35][C:36]([F:46])=[C:37]([CH:45]=2)[C:38]([OH:40])=[O:39])[CH2:31][CH2:32]1. (4) Given the reactants Cl[SiH2:2][SiH3:3].[CH:4]([NH:7][CH:8]([CH3:10])[CH3:9])([CH3:6])[CH3:5], predict the reaction product. The product is: [CH:4]([N:7]([SiH2:2][SiH3:3])[CH:8]([CH3:10])[CH3:9])([CH3:6])[CH3:5]. (5) Given the reactants [Na].CO.Cl.[NH2:5][C:6]([NH2:8])=[NH:7].Cl.[Cl:10][C:11]([C:13]1[C:21]2[C:16](=[CH:17][CH:18]=[CH:19][CH:20]=2)[N:15]([C:22]2[CH:23]=[C:24]3[C:29](=[CH:30][CH:31]=2)[N:28]=[CH:27][CH:26]=[CH:25]3)[CH:14]=1)=[O:12], predict the reaction product. The product is: [ClH:10].[NH:7]([C:11]([C:13]1[C:21]2[C:16](=[CH:17][CH:18]=[CH:19][CH:20]=2)[N:15]([C:22]2[CH:23]=[C:24]3[C:29](=[CH:30][CH:31]=2)[N:28]=[CH:27][CH:26]=[CH:25]3)[CH:14]=1)=[O:12])[C:6]([NH2:8])=[NH:5]. (6) Given the reactants [Cl:1][C:2]1[CH:3]=[CH:4][C:5]2[S:9][C:8](=[O:10])[N:7]([CH2:11][C:12]([N:14]([CH3:19])[CH2:15][C:16](O)=O)=[O:13])[C:6]=2[CH:20]=1.[Cl:21][C:22]1[CH:23]=[C:24]([NH2:30])[C:25]([NH2:29])=[CH:26][C:27]=1[F:28].C1C=CC2N(O)N=NC=2C=1.CCN=C=NCCCN(C)C.Cl, predict the reaction product. The product is: [ClH:1].[Cl:21][C:22]1[C:27]([F:28])=[CH:26][C:25]2[N:29]=[C:16]([CH2:15][N:14]([CH3:19])[C:12](=[O:13])[CH2:11][N:7]3[C:6]4[CH:20]=[C:2]([Cl:1])[CH:3]=[CH:4][C:5]=4[S:9][C:8]3=[O:10])[NH:30][C:24]=2[CH:23]=1.